This data is from Cav3 T-type calcium channel HTS with 100,875 compounds. The task is: Binary Classification. Given a drug SMILES string, predict its activity (active/inactive) in a high-throughput screening assay against a specified biological target. (1) The compound is O(c1cc(CN2CCN(CC2)c2c(c(ccc2)C)C)cc(OC)c1O)C. The result is 0 (inactive). (2) The molecule is S\1C(C(=O)N(C1=N/N=C/c1ccccc1)c1ccc(O)cc1)CC(O)=O. The result is 0 (inactive).